From a dataset of Full USPTO retrosynthesis dataset with 1.9M reactions from patents (1976-2016). Predict the reactants needed to synthesize the given product. (1) Given the product [C:16]([O-:28])(=[O:15])[CH3:17].[CH2:24]([C:23]1[C:17]2[C:16](=[O:28])[O:15][C:14]([C:13]3[C:8]([N:5]4[CH2:6][CH2:7][CH:3]([N+:2]([CH3:30])([CH3:1])[CH3:29])[CH2:4]4)=[N:9][CH:10]=[CH:11][CH:12]=3)=[N:19][C:18]=2[CH:20]=[C:21]([O:26][CH3:27])[CH:22]=1)[CH3:25], predict the reactants needed to synthesize it. The reactants are: [CH3:1][N:2]([CH3:29])[C@H:3]1[CH2:7][CH2:6][N:5]([C:8]2[C:13]([C:14]3[O:15][C:16](=[O:28])[C:17]4[C:23]([CH2:24][CH3:25])=[CH:22][C:21]([O:26][CH3:27])=[CH:20][C:18]=4[N:19]=3)=[CH:12][CH:11]=[CH:10][N:9]=2)[CH2:4]1.[CH3:30]I. (2) Given the product [CH:10]1([CH:8]([C:5]2[CH:6]=[CH:7][C:2]([NH:14][CH3:13])=[CH:3][CH:4]=2)[CH3:9])[CH2:12][CH2:11]1, predict the reactants needed to synthesize it. The reactants are: Br[C:2]1[CH:7]=[CH:6][C:5]([CH:8]([CH:10]2[CH2:12][CH2:11]2)[CH3:9])=[CH:4][CH:3]=1.[CH3:13][NH2:14].